Dataset: Peptide-MHC class I binding affinity with 185,985 pairs from IEDB/IMGT. Task: Regression. Given a peptide amino acid sequence and an MHC pseudo amino acid sequence, predict their binding affinity value. This is MHC class I binding data. (1) The binding affinity (normalized) is 0.277. The MHC is HLA-A30:02 with pseudo-sequence HLA-A30:02. The peptide sequence is YYADSVKGRF. (2) The peptide sequence is HAIFTYTGGY. The MHC is HLA-A03:01 with pseudo-sequence HLA-A03:01. The binding affinity (normalized) is 0.478. (3) The peptide sequence is RSGCAHSRIGQ. The MHC is Mamu-A02 with pseudo-sequence Mamu-A02. The binding affinity (normalized) is 0.0849. (4) The peptide sequence is HLKVALYRR. The MHC is HLA-A31:01 with pseudo-sequence HLA-A31:01. The binding affinity (normalized) is 1.00. (5) The peptide sequence is AEMKTDAATLA. The MHC is HLA-A03:01 with pseudo-sequence HLA-A03:01. The binding affinity (normalized) is 0. (6) The peptide sequence is KRWIILGLNK. The MHC is HLA-A29:02 with pseudo-sequence HLA-A29:02. The binding affinity (normalized) is 0.